From a dataset of Peptide-MHC class II binding affinity with 134,281 pairs from IEDB. Regression. Given a peptide amino acid sequence and an MHC pseudo amino acid sequence, predict their binding affinity value. This is MHC class II binding data. The peptide sequence is PKYVKQNTLKLAT. The binding affinity (normalized) is 0.440. The MHC is DRB1_1101 with pseudo-sequence DRB1_1101.